This data is from KCNQ2 potassium channel screen with 302,405 compounds. The task is: Binary Classification. Given a drug SMILES string, predict its activity (active/inactive) in a high-throughput screening assay against a specified biological target. The drug is O1C(C(C(=O)C2(CCCCC2)C1=O)(C)C)c1cc([N+]([O-])=O)ccc1. The result is 0 (inactive).